This data is from Full USPTO retrosynthesis dataset with 1.9M reactions from patents (1976-2016). The task is: Predict the reactants needed to synthesize the given product. (1) Given the product [NH2:24][C:25]1[N:30]=[CH:29][C:28]([C:2]2[N:3]=[C:4]([N:18]3[CH2:23][CH2:22][O:21][CH2:20][CH2:19]3)[C:5]3[S:10][C:9]([CH2:11][NH:12][C:13]4[S:14][CH:15]=[CH:16][N:17]=4)=[CH:8][C:6]=3[N:7]=2)=[CH:27][N:26]=1, predict the reactants needed to synthesize it. The reactants are: Cl[C:2]1[N:3]=[C:4]([N:18]2[CH2:23][CH2:22][O:21][CH2:20][CH2:19]2)[C:5]2[S:10][C:9]([CH2:11][NH:12][C:13]3[S:14][CH:15]=[CH:16][N:17]=3)=[CH:8][C:6]=2[N:7]=1.[NH2:24][C:25]1[N:30]=[CH:29][C:28](B2OC(C)(C)C(C)(C)O2)=[CH:27][N:26]=1. (2) Given the product [C:1]([C:3]1[CH:4]=[CH:5][C:6]([CH2:9][CH2:10][N:11]2[CH2:12][CH2:13][C:14]([CH2:18][S:19][C:20]3[CH:21]=[CH:22][C:23]([C:24]([O-:26])=[O:25])=[CH:28][CH:29]=3)([OH:17])[CH2:15][CH2:16]2)=[CH:7][CH:8]=1)#[N:2].[Na+:33], predict the reactants needed to synthesize it. The reactants are: [C:1]([C:3]1[CH:8]=[CH:7][C:6]([CH2:9][CH2:10][N:11]2[CH2:16][CH2:15][C:14]([CH2:18][S:19][C:20]3[CH:29]=[CH:28][C:23]([C:24]([O:26]C)=[O:25])=[CH:22][CH:21]=3)([OH:17])[CH2:13][CH2:12]2)=[CH:5][CH:4]=1)#[N:2].CO.[OH-].[Na+:33]. (3) Given the product [CH3:6][CH:3]1[CH2:4][O:5][CH:8]([C:7]([O:11][CH2:12][CH3:13])=[O:10])[N:1]([C:20](=[O:21])[C:19]2[CH:23]=[C:15]([CH3:14])[CH:16]=[CH:17][C:18]=2[N:24]2[N:28]=[CH:27][CH:26]=[N:25]2)[CH2:2]1, predict the reactants needed to synthesize it. The reactants are: [NH2:1][CH2:2][CH:3]([CH3:6])[CH2:4][OH:5].[C:7]([O:11][CH2:12][CH3:13])(=[O:10])[CH:8]=O.[CH3:14][C:15]1[CH:16]=[CH:17][C:18]([N:24]2[N:28]=[CH:27][CH:26]=[N:25]2)=[C:19]([CH:23]=1)[C:20](O)=[O:21]. (4) Given the product [CH3:1][C:2]1[CH:7]=[C:6]([CH3:8])[CH:5]=[CH:4][C:3]=1[N:9]([CH2:23][CH:24]([CH3:26])[CH3:25])[S:10]([C:13]1[CH:18]=[CH:17][C:16]([CH:19]([OH:20])[CH2:21][NH:32][C:28]2([CH3:27])[CH2:31][O:30][CH2:29]2)=[C:15]([CH3:22])[CH:14]=1)(=[O:12])=[O:11], predict the reactants needed to synthesize it. The reactants are: [CH3:1][C:2]1[CH:7]=[C:6]([CH3:8])[CH:5]=[CH:4][C:3]=1[N:9]([CH2:23][CH:24]([CH3:26])[CH3:25])[S:10]([C:13]1[CH:18]=[CH:17][C:16]([CH:19]2[CH2:21][O:20]2)=[C:15]([CH3:22])[CH:14]=1)(=[O:12])=[O:11].[CH3:27][C:28]1([NH2:32])[CH2:31][O:30][CH2:29]1. (5) Given the product [F:6][C:7]1[CH:12]=[C:11]([F:13])[CH:10]=[CH:9][C:8]=1[C:14]1([C:17]([C:18]2[CH:23]=[CH:22][C:21]([I:24])=[CH:20][CH:19]=2)=[CH2:1])[CH2:16][O:15]1, predict the reactants needed to synthesize it. The reactants are: [CH2:1]([Li])CCC.[F:6][C:7]1[CH:12]=[C:11]([F:13])[CH:10]=[CH:9][C:8]=1[C:14]1([C:17](=O)[C:18]2[CH:23]=[CH:22][C:21]([I:24])=[CH:20][CH:19]=2)[CH2:16][O:15]1.[Cl-].[NH4+]. (6) Given the product [Cl:9][C:6]1[CH:5]=[C:4]([C:10]2[CH:15]=[CH:14][CH:13]=[CH:12][CH:11]=2)[N:3]=[C:2]([C:20]#[CH:21])[C:7]=1[NH2:8], predict the reactants needed to synthesize it. The reactants are: Cl[C:2]1[C:7]([NH2:8])=[C:6]([Cl:9])[CH:5]=[C:4]([C:10]2[CH:15]=[CH:14][CH:13]=[CH:12][CH:11]=2)[N:3]=1.[Si]([C:20]#[CH:21])(C)(C)C.